Dataset: Catalyst prediction with 721,799 reactions and 888 catalyst types from USPTO. Task: Predict which catalyst facilitates the given reaction. (1) Reactant: Br[C:2]1[C:6]2[N:7]=[CH:8][N:9]=[C:10]([S:11][CH3:12])[C:5]=2[S:4][CH:3]=1.[CH2:13](C([Sn])=C(CCCC)CCCC)[CH2:14]CC.[F-].[K+]. Product: [CH3:12][S:11][C:10]1[C:5]2[S:4][CH:3]=[C:2]([CH:13]=[CH2:14])[C:6]=2[N:7]=[CH:8][N:9]=1. The catalyst class is: 77. (2) Reactant: [NH:1]1[CH:5]=[CH:4][N:3]=[CH:2]1.C1(C)C=CC(S(O[CH2:16][CH2:17][O:18][CH2:19][CH2:20][O:21][CH2:22][CH2:23][O:24][CH3:25])(=O)=O)=CC=1.C(=O)([O-])[O-].[K+].[K+].CN(C)C=O. Product: [CH3:25][O:24][CH2:23][CH2:22][O:21][CH2:20][CH2:19][O:18][CH2:17][CH2:16][N:1]1[CH:5]=[CH:4][N:3]=[CH:2]1. The catalyst class is: 13. (3) Reactant: C([O:3][C:4]([C:6]1[N:7]=[N:8][N:9]([C:11]2[CH:16]=[CH:15][CH:14]=[C:13]([Cl:17])[CH:12]=2)[N:10]=1)=[O:5])C.O.[Li+].[OH-]. Product: [Cl:17][C:13]1[CH:12]=[C:11]([N:9]2[N:8]=[N:7][C:6]([C:4]([OH:5])=[O:3])=[N:10]2)[CH:16]=[CH:15][CH:14]=1. The catalyst class is: 1. (4) The catalyst class is: 5. Product: [S:22]1[CH:23]=[CH:24][C:25]2[C:18]3[NH:17][N:16]=[C:15]([C:12]4[CH:11]=[CH:10][C:9]([NH:8][C:5]5[CH:6]=[CH:7][C:2]([F:1])=[CH:3][CH:4]=5)=[CH:14][CH:13]=4)[C:19]=3[CH2:20][C:21]1=2. Reactant: [F:1][C:2]1[CH:7]=[CH:6][C:5]([NH:8][C:9]2[CH:14]=[CH:13][C:12]([C:15]3[C:19]4[CH2:20][C:21]5[S:22][CH:23]=[CH:24][C:25]=5[C:18]=4[N:17](COCC[Si](C)(C)C)[N:16]=3)=[CH:11][CH:10]=2)=[CH:4][CH:3]=1.Cl. (5) Reactant: [CH2:1]([C:4]1[N:8]([CH2:9][C:10]2[CH:15]=[CH:14][C:13]([C:16]3[CH:21]=[CH:20][CH:19]=[CH:18][C:17]=3[C:22]3[NH:26][N:25]=[N:24][N:23]=3)=[CH:12][CH:11]=2)[C:7]([CH:27]=[O:28])=[CH:6][CH:5]=1)[CH2:2][CH3:3].[OH:29]O.Cl. Product: [CH2:1]([C:4]1[N:8]([CH2:9][C:10]2[CH:11]=[CH:12][C:13]([C:16]3[CH:21]=[CH:20][CH:19]=[CH:18][C:17]=3[C:22]3[NH:23][N:24]=[N:25][N:26]=3)=[CH:14][CH:15]=2)[C:7]([C:27]([OH:29])=[O:28])=[CH:6][CH:5]=1)[CH2:2][CH3:3]. The catalyst class is: 74. (6) Reactant: C(OC(=O)[NH:10][CH2:11][CH2:12][CH2:13][CH2:14][C@H:15]([NH:27][C:28]([CH:30]1[CH2:35][CH2:34][CH2:33][CH2:32][O:31]1)=[O:29])[C:16]([C:18]1[S:19][C:20]2[CH:26]=[CH:25][CH:24]=[CH:23][C:21]=2[N:22]=1)=[O:17])C1C=CC=CC=1.Br.CC(O)=O. Product: [NH2:10][CH2:11][CH2:12][CH2:13][CH2:14][C@H:15]([NH:27][C:28]([CH:30]1[CH2:35][CH2:34][CH2:33][CH2:32][O:31]1)=[O:29])[C:16]([C:18]1[S:19][C:20]2[CH:26]=[CH:25][CH:24]=[CH:23][C:21]=2[N:22]=1)=[O:17]. The catalyst class is: 52. (7) Reactant: [I:1][C:2]1[CH:7]=[CH:6][C:5]([N:8]2[CH2:13][CH2:12][C:11](OC)=[C:10]([C:16]#[N:17])[C:9]2=[O:18])=[CH:4][CH:3]=1.Cl.[C:20]([NH2:23])(=[NH:22])[CH3:21].C(N(C(C)C)CC)(C)C. The catalyst class is: 5. Product: [NH2:17][C:16]1[C:10]2[C:9](=[O:18])[N:8]([C:5]3[CH:6]=[CH:7][C:2]([I:1])=[CH:3][CH:4]=3)[CH2:13][CH2:12][C:11]=2[N:22]=[C:20]([CH3:21])[N:23]=1.